The task is: Predict the product of the given reaction.. This data is from Forward reaction prediction with 1.9M reactions from USPTO patents (1976-2016). (1) Given the reactants P(Cl)(Cl)(Cl)=O.[F:6][C:7]1[C:13]([F:14])=[CH:12][CH:11]=[CH:10][C:8]=1[NH2:9].[Cl:15][CH2:16][CH2:17][CH2:18][CH2:19][O:20][C:21]1[CH:30]=[C:29]2[C:24]([C:25]([NH:31][C:32]3[CH:36]=[C:35]([CH2:37][C:38](O)=[O:39])[NH:34][N:33]=3)=[N:26][CH:27]=[N:28]2)=[CH:23][CH:22]=1.N1C=CC=CC=1, predict the reaction product. The product is: [Cl:15][CH2:16][CH2:17][CH2:18][CH2:19][O:20][C:21]1[CH:30]=[C:29]2[C:24]([C:25]([NH:31][C:32]3[CH:36]=[C:35]([CH2:37][C:38]([NH:9][C:8]4[CH:10]=[CH:11][CH:12]=[C:13]([F:14])[C:7]=4[F:6])=[O:39])[NH:34][N:33]=3)=[N:26][CH:27]=[N:28]2)=[CH:23][CH:22]=1. (2) The product is: [CH2:1]([C:3]1[CH:8]=[CH:7][C:6]([CH2:9][O:10][C:11]2[N:15]([C:16]3[CH:21]=[C:20]([C:22]([O:24][CH3:26])=[O:23])[CH:19]=[CH:18][N:17]=3)[N:14]=[CH:13][CH:12]=2)=[CH:5][C:4]=1[F:25])[CH3:2]. Given the reactants [CH2:1]([C:3]1[CH:8]=[CH:7][C:6]([CH2:9][O:10][C:11]2[N:15]([C:16]3[CH:21]=[C:20]([C:22]([OH:24])=[O:23])[CH:19]=[CH:18][N:17]=3)[N:14]=[CH:13][CH:12]=2)=[CH:5][C:4]=1[F:25])[CH3:2].[C:26](#N)C.O, predict the reaction product. (3) Given the reactants [Br:1][C:2]1[C:3]([Cl:10])=[CH:4][C:5]([I:9])=[C:6]([NH2:8])[CH:7]=1.CCN(CC)CC.[CH3:18][S:19](Cl)(=[O:21])=[O:20], predict the reaction product. The product is: [Br:1][C:2]1[C:3]([Cl:10])=[CH:4][C:5]([I:9])=[C:6]([NH:8][S:19]([CH3:18])(=[O:21])=[O:20])[CH:7]=1. (4) Given the reactants CCN(C(C)C)C(C)C.Cl.[N:11]1[CH:16]=[CH:15][CH:14]=[CH:13][C:12]=1[C:17]1[NH:21][N:20]=[C:19]([C:22]([OH:24])=O)[CH:18]=1.C1(C2NN=C(C(O)=O)C=2)C=CC=CC=1.C(C1C=CC=CN=1)(=O)C.C1C=CC2N(O)N=NC=2C=1.CCN=C=NCCCN(C)C.Cl.Cl.[NH2:71][CH2:72][C:73]([N:75]1[CH2:80][CH2:79][CH:78]([O:81][C:82]2[CH:87]=[CH:86][CH:85]=[CH:84][C:83]=2[Cl:88])[CH2:77][CH2:76]1)=[O:74], predict the reaction product. The product is: [Cl:88][C:83]1[CH:84]=[CH:85][CH:86]=[CH:87][C:82]=1[O:81][CH:78]1[CH2:77][CH2:76][N:75]([C:73](=[O:74])[CH2:72][NH:71][C:22]([C:19]2[CH:18]=[C:17]([C:12]3[CH:13]=[CH:14][CH:15]=[CH:16][N:11]=3)[NH:21][N:20]=2)=[O:24])[CH2:80][CH2:79]1. (5) Given the reactants Cl[C:2]1[C:11]2[C:6](=[CH:7][C:8]([O:14][CH3:15])=[C:9]([O:12][CH3:13])[CH:10]=2)[N:5]=[CH:4][CH:3]=1.[CH3:16][C:17]1[CH:22]=[CH:21][C:20]([C:23]([CH3:25])=[O:24])=[C:19]([OH:26])[CH:18]=1, predict the reaction product. The product is: [CH3:13][O:12][C:9]1[CH:10]=[C:11]2[C:6](=[CH:7][C:8]=1[O:14][CH3:15])[N:5]=[CH:4][CH:3]=[C:2]2[O:26][C:19]1[CH:18]=[C:17]([CH3:16])[CH:22]=[CH:21][C:20]=1[C:23](=[O:24])[CH3:25]. (6) Given the reactants [C:1]([O:5][C:6](=[O:11])[NH:7][CH2:8][CH2:9]Br)([CH3:4])([CH3:3])[CH3:2].[Cl:12][C:13]1[CH:14]=[CH:15][C:16]([OH:21])=[C:17]([CH:20]=1)[CH:18]=[O:19].C([O-])([O-])=O.[K+].[K+], predict the reaction product. The product is: [C:1]([O:5][C:6](=[O:11])[NH:7][CH2:8][CH2:9][O:21][C:16]1[CH:15]=[CH:14][C:13]([Cl:12])=[CH:20][C:17]=1[CH:18]=[O:19])([CH3:4])([CH3:3])[CH3:2]. (7) Given the reactants Cl[C:2]1[N:11]=[CH:10][C:9]2[N:8]([CH3:12])[C:7](=[O:13])[C@@H:6]([CH:14]3[CH2:16][CH2:15]3)[N:5]([CH:17]3[CH2:21][CH2:20][CH2:19][CH2:18]3)[C:4]=2[N:3]=1.[NH2:22][C:23]1[CH:32]=[CH:31][C:26]([C:27]([O:29][CH3:30])=[O:28])=[CH:25][C:24]=1[O:33][CH3:34].C1(C)C=CC(S(O)(=O)=O)=CC=1, predict the reaction product. The product is: [CH:17]1([N:5]2[C:4]3[N:3]=[C:2]([NH:22][C:23]4[CH:32]=[CH:31][C:26]([C:27]([O:29][CH3:30])=[O:28])=[CH:25][C:24]=4[O:33][CH3:34])[N:11]=[CH:10][C:9]=3[N:8]([CH3:12])[C:7](=[O:13])[C@H:6]2[CH:14]2[CH2:16][CH2:15]2)[CH2:21][CH2:20][CH2:19][CH2:18]1.